Dataset: Catalyst prediction with 721,799 reactions and 888 catalyst types from USPTO. Task: Predict which catalyst facilitates the given reaction. (1) Reactant: CCN(C(C)C)C(C)C.[OH:10][C:11]1[C:18]([OH:19])=[C:17]([O:20][CH3:21])[CH:16]=[CH:15][C:12]=1[CH:13]=[O:14].[CH2:22](Cl)[O:23][CH3:24].CCCCCC.C[CH2:33][O:34][C:35](C)=O. Product: [CH3:21][O:20][C:17]1[CH:16]=[CH:15][C:12]([CH:13]=[O:14])=[C:11]([O:10][CH2:22][O:23][CH3:24])[C:18]=1[O:19][CH2:33][O:34][CH3:35]. The catalyst class is: 3. (2) Reactant: [NH2:1][C:2]1[CH:7]=[CH:6][C:5]([S:8]([N:11]([CH2:58][CH:59]([CH3:61])[CH3:60])[C@@H:12]([CH2:32][CH2:33][CH2:34][CH2:35][NH:36][C:37](=[O:57])[CH:38]([NH:52][C:53]([O:55][CH3:56])=[O:54])[CH:39]([C:46]2[CH:51]=[CH:50][CH:49]=[CH:48][CH:47]=2)[C:40]2[CH:45]=[CH:44][CH:43]=[CH:42][CH:41]=2)[CH2:13][O:14][C:15](=[O:31])[C@@H:16]([NH:20]C(OCC2C=CC=CC=2)=O)[CH:17]([CH3:19])[CH3:18])(=[O:10])=[O:9])=[CH:4][CH:3]=1. Product: [NH2:1][C:2]1[CH:3]=[CH:4][C:5]([S:8]([N:11]([CH2:58][CH:59]([CH3:61])[CH3:60])[C@@H:12]([CH2:32][CH2:33][CH2:34][CH2:35][NH:36][C:37](=[O:57])[CH:38]([NH:52][C:53]([O:55][CH3:56])=[O:54])[CH:39]([C:40]2[CH:45]=[CH:44][CH:43]=[CH:42][CH:41]=2)[C:46]2[CH:47]=[CH:48][CH:49]=[CH:50][CH:51]=2)[CH2:13][O:14][C:15](=[O:31])[C@@H:16]([NH2:20])[CH:17]([CH3:18])[CH3:19])(=[O:9])=[O:10])=[CH:6][CH:7]=1. The catalyst class is: 123. (3) Reactant: C[O:2][C:3]([C:5]1[CH:6]=[C:7]([O:11][C:12]([N:14]2[CH2:18][C@@H:17]([N:19]([CH2:32][C:33]3[CH:38]=[C:37]([C:39]([F:42])([F:41])[F:40])[CH:36]=[C:35]([C:43]([F:46])([F:45])[F:44])[CH:34]=3)[C:20]3[N:25]=[CH:24][C:23]([C:26]4[CH:27]=[N:28][N:29]([CH3:31])[CH:30]=4)=[CH:22][N:21]=3)[CH2:16][C@H:15]2[CH2:47][CH3:48])=[O:13])[CH:8]=[CH:9][CH:10]=1)=[O:4].Cl.O1CCOCC1. Product: [C:3]([C:5]1[CH:6]=[C:7]([O:11][C:12]([N:14]2[CH2:18][C@@H:17]([N:19]([CH2:32][C:33]3[CH:34]=[C:35]([C:43]([F:44])([F:45])[F:46])[CH:36]=[C:37]([C:39]([F:41])([F:42])[F:40])[CH:38]=3)[C:20]3[N:25]=[CH:24][C:23]([C:26]4[CH:27]=[N:28][N:29]([CH3:31])[CH:30]=4)=[CH:22][N:21]=3)[CH2:16][C@H:15]2[CH2:47][CH3:48])=[O:13])[CH:8]=[CH:9][CH:10]=1)([OH:4])=[O:2]. The catalyst class is: 809. (4) Reactant: CN(C=O)C.[C:6]([NH2:9])(=[O:8])[CH3:7].[Cl:10][C:11]1[CH:12]=[C:13]([F:18])[C:14](F)=[N:15][CH:16]=1.Cl. Product: [C:6]([NH:9][C:14]1[C:13]([F:18])=[CH:12][C:11]([Cl:10])=[CH:16][N:15]=1)(=[O:8])[CH3:7]. The catalyst class is: 1.